Dataset: Catalyst prediction with 721,799 reactions and 888 catalyst types from USPTO. Task: Predict which catalyst facilitates the given reaction. (1) The catalyst class is: 14. Reactant: [O-]CC.[Na+].[CH:5]1([C:8](=[O:15])[CH2:9][C:10]([O:12][CH2:13][CH3:14])=[O:11])[CH2:7][CH2:6]1.[Cl:16][C:17]1[CH:26]=[CH:25][CH:24]=[CH:23][C:18]=1/[C:19](/Cl)=[N:20]/O. Product: [Cl:16][C:17]1[CH:26]=[CH:25][CH:24]=[CH:23][C:18]=1[C:19]1[C:9]([C:10]([O:12][CH2:13][CH3:14])=[O:11])=[C:8]([CH:5]2[CH2:7][CH2:6]2)[O:15][N:20]=1. (2) Reactant: [NH:1]1[CH2:6][CH2:5][CH2:4][CH:3]([C:7]([O:9][CH2:10][CH3:11])=[O:8])[CH2:2]1.Br[CH2:13][CH2:14][OH:15].C(=O)([O-])[O-].[Na+].[Na+]. Product: [OH:15][CH2:14][CH2:13][N:1]1[CH2:6][CH2:5][CH2:4][CH:3]([C:7]([O:9][CH2:10][CH3:11])=[O:8])[CH2:2]1. The catalyst class is: 48.